Dataset: NCI-60 drug combinations with 297,098 pairs across 59 cell lines. Task: Regression. Given two drug SMILES strings and cell line genomic features, predict the synergy score measuring deviation from expected non-interaction effect. (1) Drug 1: CC(C1=C(C=CC(=C1Cl)F)Cl)OC2=C(N=CC(=C2)C3=CN(N=C3)C4CCNCC4)N. Drug 2: CN1C(=O)N2C=NC(=C2N=N1)C(=O)N. Cell line: LOX IMVI. Synergy scores: CSS=5.66, Synergy_ZIP=-3.86, Synergy_Bliss=-6.03, Synergy_Loewe=-15.9, Synergy_HSA=-3.99. (2) Drug 1: CC=C1C(=O)NC(C(=O)OC2CC(=O)NC(C(=O)NC(CSSCCC=C2)C(=O)N1)C(C)C)C(C)C. Drug 2: CC(C)(C#N)C1=CC(=CC(=C1)CN2C=NC=N2)C(C)(C)C#N. Cell line: TK-10. Synergy scores: CSS=10.6, Synergy_ZIP=-3.91, Synergy_Bliss=3.28, Synergy_Loewe=-15.8, Synergy_HSA=-0.234. (3) Drug 1: CC1=C(C(CCC1)(C)C)C=CC(=CC=CC(=CC(=O)O)C)C. Drug 2: CC1C(C(CC(O1)OC2CC(CC3=C2C(=C4C(=C3O)C(=O)C5=CC=CC=C5C4=O)O)(C(=O)C)O)N)O. Cell line: SK-OV-3. Synergy scores: CSS=38.2, Synergy_ZIP=0.853, Synergy_Bliss=3.54, Synergy_Loewe=-16.2, Synergy_HSA=5.27. (4) Drug 1: CC1=C(C=C(C=C1)NC(=O)C2=CC=C(C=C2)CN3CCN(CC3)C)NC4=NC=CC(=N4)C5=CN=CC=C5. Drug 2: C1C(C(OC1N2C=NC3=C2NC=NCC3O)CO)O. Cell line: OVCAR-8. Synergy scores: CSS=-3.57, Synergy_ZIP=1.74, Synergy_Bliss=-0.405, Synergy_Loewe=-3.81, Synergy_HSA=-4.37. (5) Synergy scores: CSS=52.7, Synergy_ZIP=-0.429, Synergy_Bliss=-0.583, Synergy_Loewe=6.34, Synergy_HSA=8.01. Cell line: K-562. Drug 2: C1=NC(=NC(=O)N1C2C(C(C(O2)CO)O)O)N. Drug 1: CC1OCC2C(O1)C(C(C(O2)OC3C4COC(=O)C4C(C5=CC6=C(C=C35)OCO6)C7=CC(=C(C(=C7)OC)O)OC)O)O. (6) Cell line: OVCAR-5. Drug 2: CC12CCC3C(C1CCC2O)C(CC4=C3C=CC(=C4)O)CCCCCCCCCS(=O)CCCC(C(F)(F)F)(F)F. Drug 1: C1=CC(=CC=C1C#N)C(C2=CC=C(C=C2)C#N)N3C=NC=N3. Synergy scores: CSS=-0.148, Synergy_ZIP=0.381, Synergy_Bliss=-0.309, Synergy_Loewe=-1.01, Synergy_HSA=-1.95. (7) Cell line: SF-295. Drug 1: C1=CC(=CC=C1CC(C(=O)O)N)N(CCCl)CCCl.Cl. Drug 2: C1=CC=C(C=C1)NC(=O)CCCCCCC(=O)NO. Synergy scores: CSS=7.33, Synergy_ZIP=-4.17, Synergy_Bliss=-1.20, Synergy_Loewe=-1.23, Synergy_HSA=-0.732.